Task: Regression/Classification. Given a drug SMILES string, predict its toxicity properties. Task type varies by dataset: regression for continuous values (e.g., LD50, hERG inhibition percentage) or binary classification for toxic/non-toxic outcomes (e.g., AMES mutagenicity, cardiotoxicity, hepatotoxicity). Dataset: herg_karim.. Dataset: hERG potassium channel inhibition data for cardiac toxicity prediction from Karim et al. (1) The molecule is CNC(=O)[C@H](Cc1ccccc1)NC(=O)[C@H](CC(C)C)[C@H](CSc1cccs1)C(=O)NO. The result is 0 (non-blocker). (2) The molecule is O=C(N[C@H]1CCc2ccc(CCN3CCN(c4nsc5ccccc45)CC3)cc21)c1ccno1. The result is 1 (blocker). (3) The compound is O=C(C=Cc1ccc2c(c1)CN(CCC1CCCCC1)C2)NO. The result is 0 (non-blocker). (4) The compound is Brc1cnc2nc(N3CCN4CCC3CC4)oc2c1. The result is 1 (blocker).